This data is from Forward reaction prediction with 1.9M reactions from USPTO patents (1976-2016). The task is: Predict the product of the given reaction. (1) Given the reactants Cl[C:2]1[N:7]=[C:6]([NH:8][C:9]2[C:14]([CH3:15])=[CH:13][C:12]([CH3:16])=[CH:11][C:10]=2[CH3:17])[N:5]=[C:4]([NH:18][C:19]2[CH:26]=[CH:25][C:22]([C:23]#[N:24])=[CH:21][CH:20]=2)[N:3]=1.[NH3:27], predict the reaction product. The product is: [NH2:27][C:2]1[N:7]=[C:6]([NH:8][C:9]2[C:14]([CH3:15])=[CH:13][C:12]([CH3:16])=[CH:11][C:10]=2[CH3:17])[N:5]=[C:4]([NH:18][C:19]2[CH:26]=[CH:25][C:22]([C:23]#[N:24])=[CH:21][CH:20]=2)[N:3]=1. (2) The product is: [CH3:3][C:2]1[O:6][C:5]([C:7]2[CH:12]=[CH:11][C:10](=[O:13])[NH:9][N:8]=2)=[N:4][CH:1]=1. Given the reactants [CH2:1]([NH:4][C:5]([C:7]1[CH:12]=[CH:11][C:10](=[O:13])[NH:9][N:8]=1)=[O:6])[C:2]#[CH:3], predict the reaction product. (3) Given the reactants B1C2CCCC1CCC2.[F:10][C:11]([F:28])([F:27])[C:12]1[CH:17]=[CH:16][CH:15]=[C:14]([O:18][C:19]2[CH:24]=[CH:23][C:22]([CH:25]=[CH2:26])=[CH:21][CH:20]=2)[CH:13]=1.[OH-:29].[Na+].OO, predict the reaction product. The product is: [F:10][C:11]([F:27])([F:28])[C:12]1[CH:13]=[C:14]([CH:15]=[CH:16][CH:17]=1)[O:18][C:19]1[CH:24]=[CH:23][C:22]([CH2:25][CH2:26][OH:29])=[CH:21][CH:20]=1. (4) Given the reactants Cl.[NH2:2][C:3]1[CH:12]=[CH:11][C:6]2[NH:7][C:8]([CH3:10])=[N:9][C:5]=2[CH:4]=1.[N:13]([O-])=O.[Na+].O.O.[Sn](Cl)Cl, predict the reaction product. The product is: [CH3:10][C:8]1[NH:7][C:6]2[CH:11]=[CH:12][C:3]([NH:2][NH2:13])=[CH:4][C:5]=2[N:9]=1. (5) Given the reactants [CH:1]1([C:4]2[O:8][N:7]=[C:6]([C:9]3[C:14]([Cl:15])=[CH:13][N:12]=[CH:11][C:10]=3[Cl:16])[C:5]=2[C:17](O)=[O:18])[CH2:3][CH2:2]1.C(N(CC)CC)C.ClC(OC(C)C)=O.[BH4-].[Na+], predict the reaction product. The product is: [CH:1]1([C:4]2[O:8][N:7]=[C:6]([C:9]3[C:10]([Cl:16])=[CH:11][N:12]=[CH:13][C:14]=3[Cl:15])[C:5]=2[CH2:17][OH:18])[CH2:3][CH2:2]1.